From a dataset of Peptide-MHC class I binding affinity with 185,985 pairs from IEDB/IMGT. Regression. Given a peptide amino acid sequence and an MHC pseudo amino acid sequence, predict their binding affinity value. This is MHC class I binding data. The peptide sequence is CLWLLTLGL. The MHC is HLA-B15:01 with pseudo-sequence HLA-B15:01. The binding affinity (normalized) is 0.0847.